This data is from Full USPTO retrosynthesis dataset with 1.9M reactions from patents (1976-2016). The task is: Predict the reactants needed to synthesize the given product. (1) Given the product [CH:1]([NH:4][N:5]1[C:17]2[C:16]3[CH2:15][CH2:14][CH2:13][CH2:12][C:11]=3[N:10]=[C:9]([NH2:18])[C:8]=2[N:7]=[C:6]1[CH2:19][CH2:20][CH3:21])([CH3:3])[CH3:2], predict the reactants needed to synthesize it. The reactants are: [CH:1]([NH:4][N:5]1[C:17]2[C:16]3[CH:15]=[CH:14][CH:13]=[CH:12][C:11]=3[N:10]=[C:9]([NH2:18])[C:8]=2[N:7]=[C:6]1[CH2:19][CH2:20][CH3:21])([CH3:3])[CH3:2].[OH-].[Na+]. (2) Given the product [CH3:1][N:2]1[C:11](=[O:12])[C:10]2[N:9]([CH2:13][CH:14]=[C:15]([CH3:17])[CH3:16])[C:8]([CH:18]3[CH2:19][CH2:20][N:21]([N:25]=[O:26])[CH2:22][CH2:23]3)=[N:7][C:6]=2[N:5]([CH3:24])[C:3]1=[O:4], predict the reactants needed to synthesize it. The reactants are: [CH3:1][N:2]1[C:11](=[O:12])[C:10]2[N:9]([CH2:13][CH:14]=[C:15]([CH3:17])[CH3:16])[C:8]([CH:18]3[CH2:23][CH2:22][NH:21][CH2:20][CH2:19]3)=[N:7][C:6]=2[N:5]([CH3:24])[C:3]1=[O:4].[N:25](OCCC(C)C)=[O:26].